From a dataset of Full USPTO retrosynthesis dataset with 1.9M reactions from patents (1976-2016). Predict the reactants needed to synthesize the given product. (1) Given the product [NH2:19][C:17]1[C:18]2[N:10]([CH2:9][O:8][CH2:1][C:2]3[CH:7]=[CH:6][CH:5]=[CH:4][CH:3]=3)[C:11]([CH3:25])=[C:12]([C:31]#[C:30][CH2:29][CH2:28][CH2:27][CH2:26][OH:32])[C:13]=2[N:14]=[C:15]([CH2:20][CH2:21][CH2:22][CH3:23])[N:16]=1, predict the reactants needed to synthesize it. The reactants are: [CH2:1]([O:8][CH2:9][N:10]1[C:18]2[C:17]([NH2:19])=[N:16][C:15]([CH2:20][CH2:21][CH2:22][CH3:23])=[N:14][C:13]=2[C:12](I)=[C:11]1[CH3:25])[C:2]1[CH:7]=[CH:6][CH:5]=[CH:4][CH:3]=1.[CH2:26]([OH:32])[CH2:27][CH2:28][CH2:29][C:30]#[CH:31].C(N(CC)CC)C. (2) Given the product [F:38][C:4]([F:3])([F:37])[C:5]1[CH:6]=[C:7]([C@H:15]([O:17][C@H:18]2[CH2:23][CH2:22][N:21]([CH:24]3[CH2:29][CH2:28][CH2:27][N:26]([C:47]4[CH:52]=[N:51][CH:50]=[CH:49][N:48]=4)[CH2:25]3)[CH2:20][C@@H:19]2[C:30]2[CH:35]=[CH:34][C:33]([F:36])=[CH:32][CH:31]=2)[CH3:16])[CH:8]=[C:9]([C:11]([F:12])([F:14])[F:13])[CH:10]=1, predict the reactants needed to synthesize it. The reactants are: [Cl-].[Cl-].[F:3][C:4]([F:38])([F:37])[C:5]1[CH:6]=[C:7]([C@H:15]([O:17][C@H:18]2[CH2:23][CH2:22][NH+:21]([CH:24]3[CH2:29][CH2:28][CH2:27][NH2+:26][CH2:25]3)[CH2:20][C@@H:19]2[C:30]2[CH:35]=[CH:34][C:33]([F:36])=[CH:32][CH:31]=2)[CH3:16])[CH:8]=[C:9]([C:11]([F:14])([F:13])[F:12])[CH:10]=1.C(N(CC)CC)C.Cl[C:47]1[CH:52]=[N:51][CH:50]=[CH:49][N:48]=1.